From a dataset of Catalyst prediction with 721,799 reactions and 888 catalyst types from USPTO. Predict which catalyst facilitates the given reaction. (1) Reactant: [F:1][C:2]([F:32])([F:31])[O:3][C:4]1[CH:30]=[CH:29][C:7]([O:8][CH:9]2[CH2:12][N:11]([CH2:13][C:14]([NH:16][C@@H:17]3[CH2:22][O:21][C:20]4=[N:23][C:24]([N+:26]([O-:28])=[O:27])=[CH:25][N:19]4[CH2:18]3)=[O:15])[CH2:10]2)=[CH:6][CH:5]=1.[C:33]([OH:40])(=[O:39])/[CH:34]=[CH:35]\[C:36]([OH:38])=[O:37]. Product: [C:33]([OH:40])(=[O:39])/[CH:34]=[CH:35]\[C:36]([OH:38])=[O:37].[F:32][C:2]([F:1])([F:31])[O:3][C:4]1[CH:30]=[CH:29][C:7]([O:8][CH:9]2[CH2:12][N:11]([CH2:13][C:14]([NH:16][C@@H:17]3[CH2:22][O:21][C:20]4=[N:23][C:24]([N+:26]([O-:28])=[O:27])=[CH:25][N:19]4[CH2:18]3)=[O:15])[CH2:10]2)=[CH:6][CH:5]=1. The catalyst class is: 32. (2) Reactant: [CH2:1]([O:3][C:4]1[CH:9]=[C:8]([O:10][CH2:11][CH2:12][CH2:13][CH2:14][C:15]2[C:16]([O:20][CH2:21][CH3:22])=[N:17][NH:18][CH:19]=2)[CH:7]=[CH:6][C:5]=1[CH2:23][CH2:24][C:25]([O:27]C)=[O:26])[CH3:2].[H-].[Na+].Cl[C:32]1[CH:37]=[CH:36][C:35]([C:38]([F:41])([F:40])[F:39])=[CH:34][N:33]=1.[Cl-].[NH4+]. Product: [CH2:1]([O:3][C:4]1[CH:9]=[C:8]([O:10][CH2:11][CH2:12][CH2:13][CH2:14][C:15]2[C:16]([O:20][CH2:21][CH3:22])=[N:17][N:18]([C:32]3[CH:37]=[CH:36][C:35]([C:38]([F:41])([F:40])[F:39])=[CH:34][N:33]=3)[CH:19]=2)[CH:7]=[CH:6][C:5]=1[CH2:23][CH2:24][C:25]([OH:27])=[O:26])[CH3:2]. The catalyst class is: 9. (3) Reactant: [NH2:1]/[C:2](=[N:20]\[O:21][C:22]([C@H:24]([CH2:33][CH2:34][CH2:35][CH:36]1[CH2:41][CH2:40][CH2:39][CH2:38][CH2:37]1)[CH2:25][C:26]([O:28][C:29]([CH3:32])([CH3:31])[CH3:30])=[O:27])=O)/[CH:3]1[CH2:6][N:5]([CH:7]([C:14]2[CH:19]=[CH:18][CH:17]=[CH:16][CH:15]=2)[C:8]2[CH:13]=[CH:12][CH:11]=[CH:10][CH:9]=2)[CH2:4]1. Product: [CH:7]([N:5]1[CH2:6][CH:3]([C:2]2[N:1]=[C:22]([C@H:24]([CH2:33][CH2:34][CH2:35][CH:36]3[CH2:41][CH2:40][CH2:39][CH2:38][CH2:37]3)[CH2:25][C:26]([O:28][C:29]([CH3:30])([CH3:32])[CH3:31])=[O:27])[O:21][N:20]=2)[CH2:4]1)([C:8]1[CH:13]=[CH:12][CH:11]=[CH:10][CH:9]=1)[C:14]1[CH:15]=[CH:16][CH:17]=[CH:18][CH:19]=1. The catalyst class is: 11. (4) Reactant: [O:1]=[CH:2][C@H:3]([C@@H:5]([C@@H:7]([CH2:9][OH:10])[OH:8])[OH:6])[OH:4].O.O.O.O.O.O.[Cl-].[Cr+3:18].[Cl-].[Cl-].[C:21](=[O:24])([O-:23])[O-:22].[Na+].[Na+].[OH-].[Na+].O=C[C@H]([C@@H]([C@@H](CO)O)O)O.[Cr]. Product: [C:21](=[O:22])([O-:24])[O-:23].[O:1]=[CH:2][C@H:3]([C@@H:5]([C@@H:7]([CH2:9][OH:10])[OH:8])[OH:6])[OH:4].[Cr+3:18].[C:21](=[O:22])([O-:24])[O-:23].[C:21](=[O:22])([O-:24])[O-:23].[Cr+3:18]. The catalyst class is: 97. (5) Reactant: [F:1][C:2]1[CH:17]=[CH:16][C:5]([C:6]([N:8]2[CH2:12][CH2:11][CH:10]([C:13]#[N:14])[C:9]2=[O:15])=[O:7])=[CH:4][CH:3]=1.[H-].[Na+].I[CH:21]([CH3:23])[CH3:22].C(O)(=O)CC(CC(O)=O)(C(O)=O)O. Product: [F:1][C:2]1[CH:17]=[CH:16][C:5]([C:6]([N:8]2[CH2:12][CH2:11][C:10]([CH:21]([CH3:23])[CH3:22])([C:13]#[N:14])[C:9]2=[O:15])=[O:7])=[CH:4][CH:3]=1. The catalyst class is: 9.